Task: Binary Classification. Given a miRNA mature sequence and a target amino acid sequence, predict their likelihood of interaction.. Dataset: Experimentally validated miRNA-target interactions with 360,000+ pairs, plus equal number of negative samples (1) The miRNA is hsa-miR-611 with sequence GCGAGGACCCCUCGGGGUCUGAC. The protein sequence of the target gene is MADSENQGPAEPSQAAAAAEAAAEEVMAEGGAQGGDCDSAAGDPDSAAGQMAEEPQTPAENAPKPKNDFIESLPNSVKCRVLALKKLQKRCDKIEAKFDKEFQALEKKYNDIYKPLLAKIQELTGEMEGCAWTLEGEEEEEEEYEDDEEEGEDEEEEEAAAEAAAGAKHDDAHAEMPDDAKK. Result: 0 (no interaction). (2) The miRNA is mmu-miR-875-5p with sequence UAUACCUCAGUUUUAUCAGGUG. The protein sequence of the target gene is MDGGQPVPSPLVPLGNGSDYSMSLEQKTTFVFVILLFIFLGILIVRCFRILLDPYRSMPTSTWADGLEGLEKGQFDHALA. Result: 0 (no interaction). (3) The miRNA is hsa-miR-6813-3p with sequence AACCUUGGCCCCUCUCCCCAG. The protein sequence of the target gene is MALLTAATRLLGAKNSSCLVLAARHASASSTNLKDVLSNLIPKEQARIKTFKQQHGKTVVGQITVDMMYGGMRGMKGLVYETSVLDPDEGIRFRGYSIPECQKMLPKAKGGEEPLPEGLFWLLVTGQMPTEEQVSWLSREWAKRAALPSHVVTMLDNFPTNLHPMSQLSAAITALNSESNFARAYAEGMNRAKYWELIYEDCMDLIAKLPCVAAKIYRNLYREGSSIGAIDSRLDWSHNFTNMLGYTDPQFTELMRLYLTIHSDHEGGNVSAHTSHLVGSALSDPYLSFAAAMNGLAGPL.... Result: 0 (no interaction). (4) The miRNA is hsa-miR-6513-3p with sequence UCAAGUGUCAUCUGUCCCUAG. The protein sequence of the target gene is MTFAEDKTYKYIRDNHSKFCCVDVLEILPYLSCLTASDQDRLRASYRQIGNRDTLWGLFNNLQRRPGWVEVFIRALQICELPGLADQVTRVYQSYLPPGTSLRSLEPLQLPDFPAAVSGPSAFAPGHNIPDHGLRETPSCPKPVQDTQPPESPVENSEQLLQTNSGAVARMSGGSLIPSPNQQALSPQPSREHQEQEPELGGAHAANVASVPIATYGPVSPTVSFQPLPRTALRTNLLSGVTVSALSADTSLSSSSTGSAFAKGAGDQAKAATCFSTTLTNSVTTSSVPSPRLVPVKTMS.... Result: 0 (no interaction). (5) The miRNA is mmu-miR-3087-3p with sequence UAACUCACUGUCAUGUCCUCA. The protein sequence of the target gene is MATSAEAPAKEAQKRDSQPQKQKRETQDEAELLTVPDGWKEPAFSKEDNPRGLLEESSFATLFPKYREAYLKECWPLVQKALNEHHVKATLDLIEGSMTVCTTKKTFDPYIIIRARDLIKLLARSVSFEQAVRILQDDVACDIIKIGSLVRNKERFVKRRQRLIGPKGSTLKALELLTNCYVMVQGNTVSAIGPFSGLKEVRKVVLDTMKNIHPIYNIKTLMIKRELAKDSELRSQSWERFLPQFKHKNVNKRKEPKKKSVKKEYTPFPPPQPESQIDKELASGEYFLKASQKKRQKMEA.... Result: 1 (interaction). (6) The miRNA is hsa-miR-6780a-5p with sequence UUGGGAGGGAAGACAGCUGGAGA. The protein sequence of the target gene is MVLLESEQFLTELTRLFQKCRTSGSVYITLKKYDGRTKPIPKKGTVEGFEPADNKCLLRATDGKKKISTVVSSKEVNKFQMAYSNLLRANMDGLKKRDKKNKTKKTKAAAAAAAAAPAAAATAPTTAATTAATAAQ. Result: 0 (no interaction). (7) The miRNA is hsa-miR-6877-3p with sequence CAGCCUCUGCCCUUGGCCUCC. The protein sequence of the target gene is MNKSQGSVSFTDVTVDFTQEEWEQLDPSQRILYMDVMLENYSNLLSVEVWKADDQMERDHRNPDEQARQFLILKNQTPIEERGDLFGKALNLNTDFVSLRQVPYKYDLYEKTLKYNSDLLNSNRSYAGKQTDECNEFGKALLYLKQEKTHSGVEYSEYNKSGKALSHKAAIFKHQKIKNLVQPFICTYCDKAFSFKSLLISHKRIHTGEKPYECNVCKKTFSHKANLIKHQRIHTGEKPFECPECGKAFTHQSNLIVHQRAHMEKKPYECSECGKTFAQKFELTTHQRIHTGERPYECNE.... Result: 0 (no interaction). (8) The miRNA is hsa-miR-6870-5p with sequence UGGGGGAGAUGGGGGUUGA. The protein sequence of the target gene is MGRDLRPGSRVLLLLLLLLLVYLTQPGNGNEGSVTGSCYCGKRISSDSPPSVQFMNRLRKHLRAYHRCLYYTRFQLLSWSVCGGNKDPWVQELMSCLDLKECGHAYSGIVAHQKHLLPTSPPISQASEGASSDIHTPAQMLLSTLQSTQRPTLPVGSLSSDKELTRPNETTIHTAGHSLAAGPEAGENQKQPEKNAGPTARTSATVPVLCLLAIIFILTAALSYVLCKRRRGQSPQSSPDLPVHYIPVAPDSNT. Result: 1 (interaction).